Dataset: Forward reaction prediction with 1.9M reactions from USPTO patents (1976-2016). Task: Predict the product of the given reaction. (1) Given the reactants Br[C:2]1[CH:14]=[CH:13][C:12]2[C:11]3[C:6](=[CH:7][C:8](Br)=[CH:9][CH:10]=3)[CH2:5][C:4]=2[CH:3]=1.[C:16]1([NH:22][C:23]2[C:32]3[C:27](=[CH:28][CH:29]=[CH:30][CH:31]=3)[CH:26]=[CH:25][CH:24]=2)[CH:21]=[CH:20][CH:19]=[CH:18][CH:17]=1, predict the reaction product. The product is: [C:23]1([N:22]([C:16]2[CH:21]=[CH:20][CH:19]=[CH:18][CH:17]=2)[C:2]2[CH:14]=[CH:13][C:12]3[C:11]4[C:6](=[CH:7][C:8]([N:22]([C:23]5[C:32]6[C:27](=[CH:28][CH:29]=[CH:30][CH:31]=6)[CH:26]=[CH:25][CH:24]=5)[C:16]5[CH:21]=[CH:20][CH:19]=[CH:18][CH:17]=5)=[CH:9][CH:10]=4)[CH2:5][C:4]=3[CH:3]=2)[C:32]2[C:27](=[CH:28][CH:29]=[CH:30][CH:31]=2)[CH:26]=[CH:25][CH:24]=1. (2) Given the reactants Cl[C:2]1[N:7]=[C:6]([NH2:8])[CH:5]=[CH:4][CH:3]=1.[NH:9]1[CH2:14][CH2:13][O:12][CH2:11][CH2:10]1, predict the reaction product. The product is: [N:9]1([C:2]2[N:7]=[C:6]([NH2:8])[CH:5]=[CH:4][CH:3]=2)[CH2:14][CH2:13][O:12][CH2:11][CH2:10]1. (3) Given the reactants [CH3:1][O:2][C:3]1[CH:8]=[CH:7][N:6]=[C:5]([CH2:9][CH2:10][C:11]([OH:13])=[O:12])[CH:4]=1.[NH2:14][C:15]1[C:20]([NH2:21])=[CH:19][C:18]([CH2:22][CH:23]([CH3:25])[CH3:24])=[CH:17][N:16]=1, predict the reaction product. The product is: [CH3:1][O:2][C:3]1[CH:8]=[CH:7][N:6]=[C:5]([CH2:9][CH2:10][C:11]([OH:13])=[O:12])[CH:4]=1.[NH2:14][C:15]1[C:20]([NH2:21])=[CH:19][C:18]([CH2:22][CH:23]([CH3:25])[CH3:24])=[CH:17][N:16]=1.[CH3:1][O:2][C:3]1[CH:8]=[CH:7][N:6]=[C:5]([CH2:9][CH2:10][C:11]2[NH:14][C:15]3=[N:16][CH:17]=[C:18]([CH2:22][CH:23]([CH3:24])[CH3:25])[CH:19]=[C:20]3[N:21]=2)[CH:4]=1. (4) Given the reactants [CH:1]([O:4][C:5]1[CH:6]=[C:7]([CH:10]=[C:11]([O:13][C:14]([F:17])([F:16])[F:15])[CH:12]=1)[NH:8][CH3:9])([CH3:3])[CH3:2].Br[C:19]1[CH:24]=[C:23]([N+:25]([O-:27])=[O:26])[CH:22]=[C:21]([Cl:28])[CH:20]=1.C1C=CC(P(C2C(C3C(P(C4C=CC=CC=4)C4C=CC=CC=4)=CC=C4C=3C=CC=C4)=C3C(C=CC=C3)=CC=2)C2C=CC=CC=2)=CC=1.CC([O-])(C)C.[Na+], predict the reaction product. The product is: [Cl:28][C:21]1[CH:20]=[C:19]([CH:24]=[C:23]([N+:25]([O-:27])=[O:26])[CH:22]=1)[N:8]([C:7]1[CH:10]=[C:11]([O:13][C:14]([F:16])([F:17])[F:15])[CH:12]=[C:5]([O:4][CH:1]([CH3:3])[CH3:2])[CH:6]=1)[CH3:9]. (5) Given the reactants C[N:2]1[C:6]2[C:7]([N:11]3[CH2:16][CH2:15][N:14]([CH3:17])[CH2:13][CH2:12]3)=[CH:8][CH:9]=[CH:10][C:5]=2[N:4]=[C:3]1[CH2:18][N:19]([C@@H:23]1[C:32]2[N:31]=[CH:30][CH:29]=[CH:28][C:27]=2[CH2:26][CH2:25][CH2:24]1)CCO.[CH3:33]N1CCN(C2C3N=C(CNC(=O)OCC4C=CC=CC=4)NC=3C=CC=2)CC1.N1C=CC=C2CCCCC(=O)C=12, predict the reaction product. The product is: [CH3:17][N:14]1[CH2:13][CH2:12][N:11]([C:7]2[C:6]3[N:2]=[C:3]([CH2:18][NH:19][CH:23]4[C:32]5=[N:31][CH:30]=[CH:29][CH:28]=[C:27]5[CH2:26][CH2:33][CH2:25][CH2:24]4)[NH:4][C:5]=3[CH:10]=[CH:9][CH:8]=2)[CH2:16][CH2:15]1. (6) Given the reactants [C:1]([C:5]1[C:6]([NH2:15])=[N:7][N:8]2[CH:13]=[C:12]([CH3:14])[CH:11]=[N:10][C:9]=12)([CH3:4])([CH3:3])[CH3:2].[CH:16]1([CH2:22][C:23](Cl)=[O:24])[CH2:21][CH2:20][CH2:19][CH2:18][CH2:17]1, predict the reaction product. The product is: [C:1]([C:5]1[C:6]([NH:15][C:23](=[O:24])[CH2:22][CH:16]2[CH2:21][CH2:20][CH2:19][CH2:18][CH2:17]2)=[N:7][N:8]2[CH:13]=[C:12]([CH3:14])[CH:11]=[N:10][C:9]=12)([CH3:4])([CH3:3])[CH3:2]. (7) Given the reactants [CH3:1][O:2][C:3]1[CH:12]=[C:11]2[C:6]([N:7]=[CH:8][C:9](=[O:13])[NH:10]2)=[CH:5][CH:4]=1.[H-].[Li+].Br[CH2:17][CH2:18][CH:19]([O:22][CH3:23])[O:20][CH3:21].[I-].[Na+], predict the reaction product. The product is: [CH3:21][O:20][CH:19]([O:22][CH3:23])[CH2:18][CH2:17][N:10]1[C:11]2[C:6](=[CH:5][CH:4]=[C:3]([O:2][CH3:1])[CH:12]=2)[N:7]=[CH:8][C:9]1=[O:13]. (8) The product is: [CH:1]1([C:7]2([CH3:15])[N:11]([CH3:12])[C:10](=[O:13])[N:9]([CH2:23][C:24]([C:26]3[CH:27]=[N:28][N:29]([CH3:31])[CH:30]=3)=[O:25])[C:8]2=[O:14])[CH2:2][CH2:3][CH2:4][CH2:5][CH2:6]1. Given the reactants [CH:1]1([C:7]2([CH3:15])[N:11]([CH3:12])[C:10](=[O:13])[NH:9][C:8]2=[O:14])[CH2:6][CH2:5][CH2:4][CH2:3][CH2:2]1.C([O-])([O-])=O.[K+].[K+].Br[CH2:23][C:24]([C:26]1[CH:27]=[N:28][N:29]([CH3:31])[CH:30]=1)=[O:25], predict the reaction product. (9) Given the reactants [Cl:1][C:2]1[CH:3]=[CH:4][C:5]([O:25][CH3:26])=[C:6]([NH:8][C:9](=[O:24])[CH2:10][N:11]2[C:15]3[CH2:16][NH:17][CH2:18][CH2:19][C:14]=3[C:13]([C:20]([F:23])([F:22])[F:21])=[N:12]2)[CH:7]=1.[CH:27](=O)[C:28]1[CH:33]=[CH:32][CH:31]=[CH:30][CH:29]=1.C([BH3-])#N.[Na+], predict the reaction product. The product is: [CH2:27]([N:17]1[CH2:18][CH2:19][C:14]2[C:13]([C:20]([F:23])([F:22])[F:21])=[N:12][N:11]([CH2:10][C:9]([NH:8][C:6]3[CH:7]=[C:2]([Cl:1])[CH:3]=[CH:4][C:5]=3[O:25][CH3:26])=[O:24])[C:15]=2[CH2:16]1)[C:28]1[CH:33]=[CH:32][CH:31]=[CH:30][CH:29]=1.